This data is from Reaction yield outcomes from USPTO patents with 853,638 reactions. The task is: Predict the reaction yield, written as a fraction of the theoretical maximum amount of product (1.0 means a 100% yield; for example, 0.34 means a 34% yield). (1) The reactants are [Cl:1][C:2]([Cl:13])([Cl:12])[C:3]([C:5]1[NH:6][C:7]([Br:11])=[C:8]([Br:10])[CH:9]=1)=[O:4].Cl.N[C:16]1NC=C(CCCC(NCCCCCCCCCCCC)=O)N=1. No catalyst specified. The product is [Cl:13][C:2]([Cl:1])([Cl:12])[C:3]([C:5]1[N:6]([CH3:16])[C:7]([Br:11])=[C:8]([Br:10])[CH:9]=1)=[O:4]. The yield is 0.960. (2) The reactants are [CH2:1]([O:3][CH:4]([O:14][CH2:15][CH3:16])[C:5]1[N:10]=[C:9](O)[C:8]([CH3:12])=[C:7]([CH3:13])[N:6]=1)[CH3:2].S(Cl)([Cl:19])=O.C(=O)(O)[O-].[Na+]. The catalyst is CN(C)C=O. The product is [Cl:19][C:9]1[C:8]([CH3:12])=[C:7]([CH3:13])[N:6]=[C:5]([CH:4]([O:14][CH2:15][CH3:16])[O:3][CH2:1][CH3:2])[N:10]=1. The yield is 0.630. (3) The reactants are [F:1][C:2]([F:30])([F:29])[O:3][C:4]1[CH:9]=[CH:8][C:7]([N:10]2[CH:14]=[N:13][C:12]([C:15]3[CH:20]=[CH:19][C:18]([CH:21]4[CH2:23][CH:22]4[C:24]([O:26]CC)=[O:25])=[CH:17][CH:16]=3)=[N:11]2)=[CH:6][CH:5]=1.[OH-].[Na+].Cl. The catalyst is CO. The product is [F:30][C:2]([F:1])([F:29])[O:3][C:4]1[CH:9]=[CH:8][C:7]([N:10]2[CH:14]=[N:13][C:12]([C:15]3[CH:20]=[CH:19][C:18]([CH:21]4[CH2:23][CH:22]4[C:24]([OH:26])=[O:25])=[CH:17][CH:16]=3)=[N:11]2)=[CH:6][CH:5]=1. The yield is 0.980. (4) The yield is 0.160. The catalyst is CO. The product is [Cl:1][C:2]1[CH:7]=[CH:6][C:5]([C:8]2[C:14]3[CH:15]=[C:16]([O:19][CH3:20])[CH:17]=[CH:18][C:13]=3[N:12]3[C:36]([CH3:42])=[N:33][N:34]=[C:11]3[CH:10]([CH2:22][C:23]([NH:25][CH:26]3[CH2:31][CH2:30][CH2:29][CH2:28][CH2:27]3)=[O:24])[N:9]=2)=[CH:4][CH:3]=1. The reactants are [Cl:1][C:2]1[CH:7]=[CH:6][C:5]([C:8]2[C:14]3[CH:15]=[C:16]([O:19][CH3:20])[CH:17]=[CH:18][C:13]=3[NH:12][C:11](=S)[CH:10]([CH2:22][C:23]([NH:25][CH:26]3[CH2:31][CH2:30][CH2:29][CH2:28][CH2:27]3)=[O:24])[N:9]=2)=[CH:4][CH:3]=1.O.[NH2:33][NH2:34].C[C:36]([CH3:42])(C)C([O-])([O-])[O-].CC1C=CC(S([O-])(=O)=O)=CC=1.C1C=C[NH+]=CC=1. (5) The reactants are [Br:1][C:2]1[CH:20]=[C:19]([O:21][CH3:22])[CH:18]=[CH:17][C:3]=1[O:4]/[C:5](=[CH:11]\[C:12]([O:14]CC)=[O:13])/[C:6]([O:8]CC)=[O:7].[OH-].[Na+]. The catalyst is C(O)C.O. The product is [Br:1][C:2]1[CH:20]=[C:19]([O:21][CH3:22])[CH:18]=[CH:17][C:3]=1[O:4]/[C:5](=[CH:11]\[C:12]([OH:14])=[O:13])/[C:6]([OH:8])=[O:7]. The yield is 0.880.